This data is from Peptide-MHC class II binding affinity with 134,281 pairs from IEDB. The task is: Regression. Given a peptide amino acid sequence and an MHC pseudo amino acid sequence, predict their binding affinity value. This is MHC class II binding data. (1) The peptide sequence is QDKFLANVSTVLTGK. The MHC is DRB1_0101 with pseudo-sequence DRB1_0101. The binding affinity (normalized) is 0.816. (2) The peptide sequence is EKKYFMATQFEPLAA. The MHC is HLA-DQA10501-DQB10301 with pseudo-sequence HLA-DQA10501-DQB10301. The binding affinity (normalized) is 0.163. (3) The peptide sequence is AMTDTTPFGQQRVFK. The MHC is HLA-DQA10501-DQB10302 with pseudo-sequence HLA-DQA10501-DQB10302. The binding affinity (normalized) is 0.197. (4) The peptide sequence is LARALVRAVAESHGV. The MHC is HLA-DQA10102-DQB10602 with pseudo-sequence HLA-DQA10102-DQB10602. The binding affinity (normalized) is 0.448. (5) The peptide sequence is AVDGRFAVPQILGDE. The MHC is HLA-DPA10103-DPB10301 with pseudo-sequence HLA-DPA10103-DPB10301. The binding affinity (normalized) is 0.221. (6) The MHC is HLA-DQA10501-DQB10201 with pseudo-sequence HLA-DQA10501-DQB10201. The binding affinity (normalized) is 0.135. The peptide sequence is PLMSSKFPELGMNPS. (7) The peptide sequence is AREKNPRLCTKEEFI. The MHC is HLA-DQA10102-DQB10501 with pseudo-sequence HLA-DQA10102-DQB10501. The binding affinity (normalized) is 0. (8) The peptide sequence is KGSNPNYLALLVKYVNGDGD. The MHC is DRB1_1001 with pseudo-sequence DRB1_1001. The binding affinity (normalized) is 0.897. (9) The peptide sequence is VLAALFAGAWCVPKV. The MHC is HLA-DPA10103-DPB10201 with pseudo-sequence HLA-DPA10103-DPB10201. The binding affinity (normalized) is 0.456.